Dataset: Full USPTO retrosynthesis dataset with 1.9M reactions from patents (1976-2016). Task: Predict the reactants needed to synthesize the given product. (1) Given the product [C:16]([O:19][CH2:20][C:21]1[C:22]([N:9]2[CH2:10][CH2:11][C:6]3[C:5]4[CH2:14][C:2]([CH3:15])([CH3:1])[CH2:3][C:4]=4[S:13][C:7]=3[C:8]2=[O:12])=[CH:23][C:24]([F:28])=[CH:25][C:26]=1[Br:27])(=[O:18])[CH3:17], predict the reactants needed to synthesize it. The reactants are: [CH3:1][C:2]1([CH3:15])[CH2:14][C:5]2[C:6]3[CH2:11][CH2:10][NH:9][C:8](=[O:12])[C:7]=3[S:13][C:4]=2[CH2:3]1.[C:16]([O:19][CH2:20][C:21]1[C:26]([Br:27])=[CH:25][C:24]([F:28])=[CH:23][C:22]=1Br)(=[O:18])[CH3:17].CC1(C)C2C(=C(P(C3C=CC=CC=3)C3C=CC=CC=3)C=CC=2)OC2C(P(C3C=CC=CC=3)C3C=CC=CC=3)=CC=CC1=2.C([O-])([O-])=O.[Cs+].[Cs+]. (2) Given the product [C:44]([O:48][C:49](=[O:60])[CH2:50][C:51]1[CH:52]=[CH:53][C:54]([CH2:57][CH2:58][NH:59][C:10](=[O:11])[C@@H:9]([NH:8][C:6](=[O:7])[C@@H:5]([NH:4][C:1](=[O:3])[CH3:2])[CH2:37][C:38]2[CH:39]=[CH:40][CH:41]=[CH:42][CH:43]=2)[CH2:13][C:14]2[CH:19]=[CH:18][C:17]([N:20]3[CH2:24][C:23](=[O:25])[N:22]([CH2:26][C:27]4[CH:32]=[CH:31][C:30]([O:33][CH3:34])=[CH:29][CH:28]=4)[S:21]3(=[O:36])=[O:35])=[CH:16][CH:15]=2)=[CH:55][CH:56]=1)([CH3:45])([CH3:47])[CH3:46], predict the reactants needed to synthesize it. The reactants are: [C:1]([NH:4][C@@H:5]([CH2:37][C:38]1[CH:43]=[CH:42][CH:41]=[CH:40][CH:39]=1)[C:6]([NH:8][C@@H:9]([CH2:13][C:14]1[CH:19]=[CH:18][C:17]([N:20]2[CH2:24][C:23](=[O:25])[N:22]([CH2:26][C:27]3[CH:32]=[CH:31][C:30]([O:33][CH3:34])=[CH:29][CH:28]=3)[S:21]2(=[O:36])=[O:35])=[CH:16][CH:15]=1)[C:10](O)=[O:11])=[O:7])(=[O:3])[CH3:2].[C:44]([O:48][C:49](=[O:60])[CH2:50][C:51]1[CH:56]=[CH:55][C:54]([CH2:57][CH2:58][NH2:59])=[CH:53][CH:52]=1)([CH3:47])([CH3:46])[CH3:45].C1C=CC2N(O)N=NC=2C=1.CCN=C=NCCCN(C)C.Cl. (3) Given the product [N:35]1([C:11]2[NH:10][C:14]3=[N:15][CH:16]=[C:17]([NH:19][C:27](=[O:28])[O:29][C:30]([CH3:31])([CH3:32])[CH3:33])[CH:18]=[C:13]3[CH:12]=2)[CH:39]=[CH:38][CH:37]=[N:36]1, predict the reactants needed to synthesize it. The reactants are: C1(S([N:10]2[C:14]3=[N:15][CH:16]=[C:17]([N:19]([C:27]([O:29][C:30]([CH3:33])([CH3:32])[CH3:31])=[O:28])C(=O)OC(C)(C)C)[CH:18]=[C:13]3[CH:12]=[C:11]2Br)(=O)=O)C=CC=CC=1.[NH:35]1[CH:39]=[CH:38][CH:37]=[N:36]1.C1(P(C2C=CC=CC=2)C2C=CC3C(=CC=CC=3)C=2C2C3C(=CC=CC=3)C=CC=2P(C2C=CC=CC=2)C2C=CC=CC=2)C=CC=CC=1.CC(C)([O-])C.[K+]. (4) Given the product [CH3:22][CH:23]1[CH2:27][C:26]([CH3:28])([CH3:29])[CH2:25][C:24]1=[CH:30][CH2:31][CH2:32][CH2:33][CH2:34][CH:35]=[O:36], predict the reactants needed to synthesize it. The reactants are: [Cr](O[Cr]([O-])(=O)=O)([O-])(=O)=O.[NH+]1C=CC=CC=1.[NH+]1C=CC=CC=1.[CH3:22][CH:23]1[CH2:27][C:26]([CH3:29])([CH3:28])[CH2:25][C:24]1=[CH:30][CH2:31][CH2:32][CH2:33][CH2:34][CH2:35][OH:36]. (5) Given the product [CH3:26][O:25][C:23](=[O:24])[CH:22]([CH2:19][C:3]1[C:4]([O:9][C:10]2[C:15]([CH3:16])=[CH:14][C:13]([CH3:17])=[CH:12][C:11]=2[CH3:18])=[N:5][C:6]([CH3:8])=[CH:7][C:2]=1[Cl:1])[C:21]([O:28][CH3:29])=[O:27], predict the reactants needed to synthesize it. The reactants are: [Cl:1][C:2]1[CH:7]=[C:6]([CH3:8])[N:5]=[C:4]([O:9][C:10]2[C:15]([CH3:16])=[CH:14][C:13]([CH3:17])=[CH:12][C:11]=2[CH3:18])[C:3]=1[CH2:19]Cl.[C:21]([O:28][CH3:29])(=[O:27])[CH2:22][C:23]([O:25][CH3:26])=[O:24].[H-].[Na+].